This data is from Catalyst prediction with 721,799 reactions and 888 catalyst types from USPTO. The task is: Predict which catalyst facilitates the given reaction. (1) Reactant: C(O[C:6](=[O:33])[N:7]([CH2:9][CH2:10][NH:11][C:12]([C:14]1[N:15]=[CH:16][C:17]2[C:18](=[O:32])[N:19]([CH2:25][C:26]3[CH:31]=[CH:30][CH:29]=[CH:28][CH:27]=3)[CH:20]=[CH:21][C:22]=2[C:23]=1[OH:24])=[O:13])[CH3:8])(C)(C)C.[F:34][C:35]([F:40])([F:39])C(O)=O.C(N(CC)CC)C.FC(F)(F)C(OCC)=O. Product: [CH3:8][N:7]([C:6](=[O:33])[C:35]([F:40])([F:39])[F:34])[CH2:9][CH2:10][NH:11][C:12]([C:14]1[N:15]=[CH:16][C:17]2[C:18](=[O:32])[N:19]([CH2:25][C:26]3[CH:31]=[CH:30][CH:29]=[CH:28][CH:27]=3)[CH:20]=[CH:21][C:22]=2[C:23]=1[OH:24])=[O:13]. The catalyst class is: 168. (2) Reactant: C[C:2]1[N:6]2[C:7]3[CH:8]=[CH:9][C:10]([Cl:23])=[CH:11][C:12]=3[C:13]([C:16]3[CH:17]=[CH:18][CH:19]=[CH:20][C:21]=3[F:22])=[N:14][CH2:15][C:5]2=C[N:3]=1.NCC1CN=C(C2C=CC=CC=2F)C2C=C(Cl)C=CC=2N1.C(O[C:49](=[O:51])[CH3:50])(=O)C. Product: [C:49]([NH:3][CH:2]1[CH2:15][N:14]=[C:13]([C:16]2[CH:17]=[CH:18][CH:19]=[CH:20][C:21]=2[F:22])[C:12]2[CH:11]=[C:10]([Cl:23])[CH:9]=[CH:8][C:7]=2[N:6]1[CH3:5])(=[O:51])[CH3:50]. The catalyst class is: 4. (3) Reactant: [S:1]1[CH:5]=[CH:4][C:3]2[C:6]([N:10]3[CH2:15][CH2:14][N:13]([CH2:16][CH2:17][CH2:18][CH2:19][O:20][C:21]4[CH:30]=[C:29]5[C:24]([CH2:25][CH2:26][C:27](=[O:33])[N:28]5[CH2:31][OH:32])=[CH:23][CH:22]=4)[CH2:12][CH2:11]3)=[CH:7][CH:8]=[CH:9][C:2]1=2.S1C=CC2C(N3CCN(CCCCOC4C=C5[C:57]([CH2:58][CH2:59][C:60](=[O:64])N5)=[CH:56]C=4)CC3)=CC=CC1=2.O1C=CCCC1.O.C1(C)C=CC(S(O)(=O)=O)=CC=1.C(=O)([O-])O.[Na+]. Product: [S:1]1[CH:5]=[CH:4][C:3]2[C:6]([N:10]3[CH2:15][CH2:14][N:13]([CH2:16][CH2:17][CH2:18][CH2:19][O:20][C:21]4[CH:30]=[C:29]5[C:24]([CH2:25][CH2:26][C:27](=[O:33])[N:28]5[CH2:31][O:32][CH:60]5[CH2:59][CH2:58][CH2:57][CH2:56][O:64]5)=[CH:23][CH:22]=4)[CH2:12][CH2:11]3)=[CH:7][CH:8]=[CH:9][C:2]1=2. The catalyst class is: 4. (4) Reactant: [F:1][C:2]1[CH:3]=[C:4]([C:8]2[NH:9][C:10]([CH2:19][S:20][CH3:21])=[C:11]([C:13]3[CH:14]=[N:15][CH:16]=[CH:17][CH:18]=3)[N:12]=2)[CH:5]=[CH:6][CH:7]=1.ClC1C=CC=C(C(OO)=[O:30])C=1.C(=O)([O-])O.[Na+]. Product: [F:1][C:2]1[CH:3]=[C:4]([C:8]2[NH:9][C:10]([CH2:19][S:20]([CH3:21])=[O:30])=[C:11]([C:13]3[CH:14]=[N:15][CH:16]=[CH:17][CH:18]=3)[N:12]=2)[CH:5]=[CH:6][CH:7]=1. The catalyst class is: 7. (5) Reactant: [F:1][C:2]1[CH:31]=[CH:30][C:5]([CH2:6][N:7]2[CH2:11][CH2:10][N:9]([C:12]3[CH:16]=[C:15]([C:17]([O-:19])=[O:18])[N:14]([CH2:20][C:21]4[CH:26]=[CH:25][C:24]([O:27][CH3:28])=[CH:23][CH:22]=4)[N:13]=3)[C:8]2=[O:29])=[CH:4][CH:3]=1.[OH-].[Na+]. Product: [F:1][C:2]1[CH:3]=[CH:4][C:5]([CH2:6][N:7]2[CH2:11][CH2:10][N:9]([C:12]3[CH:16]=[C:15]([C:17]([OH:19])=[O:18])[N:14]([CH2:20][C:21]4[CH:26]=[CH:25][C:24]([O:27][CH3:28])=[CH:23][CH:22]=4)[N:13]=3)[C:8]2=[O:29])=[CH:30][CH:31]=1. The catalyst class is: 8. (6) The catalyst class is: 2. Reactant: [O:1]1[C:5]2[CH:6]=[CH:7][CH:8]=[CH:9][C:4]=2[CH:3]=[C:2]1[C:10]1[CH:11]=[C:12]2[C:17](=[CH:18][CH:19]=1)[C:16]([Cl:20])=[C:15]([O:21][CH2:22][C:23]([O:25][CH2:26][CH3:27])=[O:24])[CH:14]=[CH:13]2.[C:28](Cl)(=[O:33])[CH2:29][CH2:30][CH2:31][CH3:32].[Sn](Cl)(Cl)(Cl)Cl. Product: [Cl:20][C:16]1[C:17]2[C:12](=[CH:11][C:10]([C:2]3[O:1][C:5]4[CH:6]=[CH:7][CH:8]=[CH:9][C:4]=4[C:3]=3[C:28](=[O:33])[CH2:29][CH2:30][CH2:31][CH3:32])=[CH:19][CH:18]=2)[CH:13]=[CH:14][C:15]=1[O:21][CH2:22][C:23]([O:25][CH2:26][CH3:27])=[O:24]. (7) Reactant: [Cl:1][C:2]1[CH:7]=[CH:6][C:5]([C:8]([N:15]2[C:23]3[C:18](=[C:19]([NH:24][S:25]([CH3:28])(=[O:27])=[O:26])[CH:20]=[CH:21][CH:22]=3)[CH:17]=[CH:16]2)([CH2:11][CH2:12][CH2:13]O)[CH2:9][CH3:10])=[CH:4][CH:3]=1.CCN(S(F)(F)[F:35])CC. Product: [Cl:1][C:2]1[CH:7]=[CH:6][C:5]([C:8]([N:15]2[C:23]3[C:18](=[C:19]([NH:24][S:25]([CH3:28])(=[O:27])=[O:26])[CH:20]=[CH:21][CH:22]=3)[CH:17]=[CH:16]2)([CH2:11][CH2:12][CH2:13][F:35])[CH2:9][CH3:10])=[CH:4][CH:3]=1. The catalyst class is: 4. (8) Reactant: [CH3:1][C:2]1[NH:3][CH:4]=[CH:5][N:6]=1.[CH2:7]([O:14][CH2:15][C@H:16]([NH:34][C:35](=[O:38])[CH2:36]Cl)[C:17]([NH:19][C:20]1[CH:25]=[CH:24][C:23]([O:26][C:27]2[CH:32]=[CH:31][C:30]([F:33])=[CH:29][CH:28]=2)=[CH:22][CH:21]=1)=[O:18])[C:8]1[CH:13]=[CH:12][CH:11]=[CH:10][CH:9]=1.CN(C=O)C. Product: [CH2:7]([O:14][CH2:15][C@H:16]([NH:34][C:35](=[O:38])[CH2:36][N:3]1[CH:4]=[CH:5][N:6]=[C:2]1[CH3:1])[C:17]([NH:19][C:20]1[CH:25]=[CH:24][C:23]([O:26][C:27]2[CH:32]=[CH:31][C:30]([F:33])=[CH:29][CH:28]=2)=[CH:22][CH:21]=1)=[O:18])[C:8]1[CH:13]=[CH:12][CH:11]=[CH:10][CH:9]=1. The catalyst class is: 13.